This data is from Full USPTO retrosynthesis dataset with 1.9M reactions from patents (1976-2016). The task is: Predict the reactants needed to synthesize the given product. (1) The reactants are: [CH:1]([N:4]1[C:9](=[O:10])[CH:8]=[CH:7][C:6]([C:11]2[NH:12][C:13](=[O:22])[O:14][C:15]=2[C:16]2[CH:21]=[CH:20][CH:19]=[CH:18][CH:17]=2)=[N:5]1)([CH3:3])[CH3:2].[H-].[Na+].Br[CH2:26][C:27]([O:29][CH3:30])=[O:28].O. Given the product [CH:1]([N:4]1[C:9](=[O:10])[CH:8]=[CH:7][C:6]([C:11]2[N:12]([CH2:26][C:27]([O:29][CH3:30])=[O:28])[C:13](=[O:22])[O:14][C:15]=2[C:16]2[CH:17]=[CH:18][CH:19]=[CH:20][CH:21]=2)=[N:5]1)([CH3:3])[CH3:2], predict the reactants needed to synthesize it. (2) The reactants are: Cl.[C:2]([O:8][CH2:9][N:10]1[C:14]([CH2:15][CH2:16][O:17][CH2:18][CH2:19][CH:20]2[CH2:25][CH2:24][NH:23][CH2:22][CH2:21]2)=[CH:13][N:12]=[N:11]1)(=[O:7])[C:3]([CH3:6])([CH3:5])[CH3:4].[CH3:26][C:27]1[N:28]=[N:29][N:30]([CH2:32][C:33]2[CH:38]=[C:37]([C:39]([F:42])([F:41])[F:40])[CH:36]=[CH:35][C:34]=2/[CH:43]=[CH:44]/[C:45](O)=[O:46])[N:31]=1.C(P1(=O)OP(CCC)(=O)OP(CCC)(=O)O1)CC.C(N(CC)CC)C. Given the product [C:2]([O:8][CH2:9][N:10]1[C:14]([CH2:15][CH2:16][O:17][CH2:18][CH2:19][CH:20]2[CH2:25][CH2:24][N:23]([C:45](=[O:46])/[CH:44]=[CH:43]/[C:34]3[CH:35]=[CH:36][C:37]([C:39]([F:40])([F:41])[F:42])=[CH:38][C:33]=3[CH2:32][N:30]3[N:29]=[N:28][C:27]([CH3:26])=[N:31]3)[CH2:22][CH2:21]2)=[CH:13][N:12]=[N:11]1)(=[O:7])[C:3]([CH3:5])([CH3:6])[CH3:4], predict the reactants needed to synthesize it. (3) Given the product [NH2:1][C:2]1[CH:3]=[C:4]([CH:29]=[CH:30][C:31]=1[Cl:32])[C:5]([NH:7][C@H:8]([CH2:17][NH2:18])[CH2:9][C:10]1[CH:15]=[CH:14][CH:13]=[C:12]([F:16])[CH:11]=1)=[O:6], predict the reactants needed to synthesize it. The reactants are: [NH2:1][C:2]1[CH:3]=[C:4]([CH:29]=[CH:30][C:31]=1[Cl:32])[C:5]([NH:7][C@H:8]([CH2:17][N:18]1C(=O)C2C(=CC=CC=2)C1=O)[CH2:9][C:10]1[CH:15]=[CH:14][CH:13]=[C:12]([F:16])[CH:11]=1)=[O:6].CO.NN. (4) Given the product [Si:16]([O:17][C@H:18]1[CH2:19][C@H:20]([OH:21])[C@@H:22]([C:6]2[N:2]([CH3:1])[N:3]=[CH:4][CH:5]=2)[CH2:23][CH2:24]1)([C:12]([CH3:15])([CH3:14])[CH3:13])([CH3:26])[CH3:25], predict the reactants needed to synthesize it. The reactants are: [CH3:1][N:2]1[CH:6]=[CH:5][CH:4]=[N:3]1.C([Li])CCC.[C:12]([Si:16]([CH3:26])([CH3:25])[O:17][C@@H:18]1[CH2:24][CH2:23][C@@H:22]2[C@@H:20]([O:21]2)[CH2:19]1)([CH3:15])([CH3:14])[CH3:13]. (5) Given the product [CH2:1]([O:5][C:6]1[CH:11]=[CH:10][C:9]([C:12]2[O:16][N:15]=[C:14]([C:17]3[CH:18]=[C:19]4[C:23](=[CH:24][CH:25]=3)[NH:22][CH2:21][CH2:20]4)[N:13]=2)=[CH:8][C:7]=1[Cl:26])[CH2:2][CH2:3][CH3:4], predict the reactants needed to synthesize it. The reactants are: [CH2:1]([O:5][C:6]1[CH:11]=[CH:10][C:9]([C:12]2[O:16][N:15]=[C:14]([C:17]3[CH:18]=[C:19]4[C:23](=[CH:24][CH:25]=3)[NH:22][CH:21]=[CH:20]4)[N:13]=2)=[CH:8][C:7]=1[Cl:26])[CH2:2][CH2:3][CH3:4].C(OC1C=C(C2ON=C(C3C=CC=C4C=3C=CN4)N=2)C=CC=1OCC)C.